Regression/Classification. Given a drug SMILES string, predict its absorption, distribution, metabolism, or excretion properties. Task type varies by dataset: regression for continuous measurements (e.g., permeability, clearance, half-life) or binary classification for categorical outcomes (e.g., BBB penetration, CYP inhibition). For this dataset (caco2_wang), we predict Y. From a dataset of Caco-2 cell permeability data measuring drug intestinal absorption for ~900 compounds. (1) The drug is NC(N)=NN=Cc1c(Cl)cccc1Cl. The Y is -4.33 log Papp (cm/s). (2) The Y is -5.94 log Papp (cm/s). The molecule is CN1CC(=O)NC1=N. (3) The drug is COC(=O)C(C)NP(=O)(OC[C@@H]1C=C[C@H](n2cc(C)c(=O)[nH]c2=O)O1)Oc1ccc(Cl)cc1. The Y is -5.73 log Papp (cm/s).